This data is from Full USPTO retrosynthesis dataset with 1.9M reactions from patents (1976-2016). The task is: Predict the reactants needed to synthesize the given product. Given the product [CH2:24]([O:23][C:21](=[O:22])[NH:31][C@H:32]([C:37]([N:18]1[CH2:17][CH2:16][C@H:5]2[N:6]([C:8](=[O:9])[C:10]3[CH:15]=[CH:14][CH:13]=[CH:12][CH:11]=3)[CH2:7][C:3]([O:2][CH3:1])([O:19][CH3:20])[C@@H:4]12)=[O:38])[CH2:33][CH:34]([CH3:36])[CH3:35])[C:25]1[CH:30]=[CH:29][CH:28]=[CH:27][CH:26]=1, predict the reactants needed to synthesize it. The reactants are: [CH3:1][O:2][C:3]1([O:19][CH3:20])[CH2:7][N:6]([C:8]([C:10]2[CH:15]=[CH:14][CH:13]=[CH:12][CH:11]=2)=[O:9])[C@@H:5]2[CH2:16][CH2:17][NH:18][C@H:4]12.[C:21]([NH:31][C@H:32]([C:37](F)=[O:38])[CH2:33][CH:34]([CH3:36])[CH3:35])([O:23][CH2:24][C:25]1[CH:30]=[CH:29][CH:28]=[CH:27][CH:26]=1)=[O:22].